From a dataset of Forward reaction prediction with 1.9M reactions from USPTO patents (1976-2016). Predict the product of the given reaction. Given the reactants [C:1]([O:9][CH2:10][C@@H:11]1[C:15]([O:17][C:18](=[O:20])[CH3:19])([CH3:16])[C@:14]([F:22])([CH3:21])[CH:13]([N:23]2[CH:31]=[N:30][C:29]3[C:24]2=[N:25][CH:26]=[N:27][C:28]=3Cl)[O:12]1)(=[O:8])[C:2]1[CH:7]=[CH:6][CH:5]=[CH:4][CH:3]=1.[Cl:33][C:34]1[CH:35]=[C:36]([CH:39]=[CH:40][CH:41]=1)[CH2:37][NH2:38].O, predict the reaction product. The product is: [C:1]([O:9][CH2:10][C@@H:11]1[C:15]([O:17][C:18](=[O:20])[CH3:19])([CH3:16])[C@:14]([F:22])([CH3:21])[CH:13]([N:23]2[CH:31]=[N:30][C:29]3[C:24]2=[N:25][CH:26]=[N:27][C:28]=3[NH:38][CH2:37][C:36]2[CH:39]=[CH:40][CH:41]=[C:34]([Cl:33])[CH:35]=2)[O:12]1)(=[O:8])[C:2]1[CH:7]=[CH:6][CH:5]=[CH:4][CH:3]=1.